This data is from Full USPTO retrosynthesis dataset with 1.9M reactions from patents (1976-2016). The task is: Predict the reactants needed to synthesize the given product. Given the product [NH:12]([C:2]1[N:7]=[CH:6][C:5]([CH2:8][NH:9][CH3:10])=[CH:4][CH:3]=1)[NH2:13], predict the reactants needed to synthesize it. The reactants are: Cl[C:2]1[N:7]=[CH:6][C:5]([CH2:8][NH:9][CH3:10])=[CH:4][CH:3]=1.O.[NH2:12][NH2:13].